This data is from Catalyst prediction with 721,799 reactions and 888 catalyst types from USPTO. The task is: Predict which catalyst facilitates the given reaction. (1) Reactant: [CH2:1]([O:3][C:4]([C@@H:6]1[C@@H:8]([CH2:9][OH:10])[NH:7]1)=[O:5])[CH3:2].[CH3:11][C:12]([Si:15](Cl)([CH3:17])[CH3:16])([CH3:14])[CH3:13].O. Product: [CH2:1]([O:3][C:4]([CH:6]1[CH:8]([CH2:9][O:10][Si:15]([C:12]([CH3:14])([CH3:13])[CH3:11])([CH3:17])[CH3:16])[NH:7]1)=[O:5])[CH3:2]. The catalyst class is: 79. (2) Reactant: Br[C:2]1[CH:3]=[C:4]2[C:9](=[CH:10][CH:11]=1)[N:8]=[CH:7][N:6]=[C:5]2[C:12]1[CH:13]=[C:14]([CH:17]=[CH:18][CH:19]=1)[C:15]#[N:16].B1(B2OC(C)(C)C(C)(C)O2)OC(C)(C)C(C)(C)O1.CC([O-])=O.[K+].C([O-])([O-])=O.[K+].[K+].Br[C:50]1[CH:51]=[C:52]([S:56]([NH2:59])(=[O:58])=[O:57])[CH:53]=[N:54][CH:55]=1. Product: [C:15]([C:14]1[CH:13]=[C:12]([C:5]2[C:4]3[C:9](=[CH:10][CH:11]=[C:2]([C:50]4[CH:51]=[C:52]([S:56]([NH2:59])(=[O:58])=[O:57])[CH:53]=[N:54][CH:55]=4)[CH:3]=3)[N:8]=[CH:7][N:6]=2)[CH:19]=[CH:18][CH:17]=1)#[N:16]. The catalyst class is: 819.